Dataset: Full USPTO retrosynthesis dataset with 1.9M reactions from patents (1976-2016). Task: Predict the reactants needed to synthesize the given product. Given the product [F:1][C:2]1[CH:7]=[CH:6][C:5]([C:8]2[CH:13]=[CH:12][N:11]=[CH:10][C:9]=2[N:14]([CH2:15][CH2:16][S:17]([CH3:20])(=[O:18])=[O:19])[C:28](=[O:29])[C:27]2[CH:31]=[C:32]([C:34]([F:35])([F:36])[F:37])[N:33]=[C:25]([C:24]([F:39])([F:23])[F:38])[CH:26]=2)=[C:4]([O:21][CH3:22])[CH:3]=1, predict the reactants needed to synthesize it. The reactants are: [F:1][C:2]1[CH:7]=[CH:6][C:5]([C:8]2[CH:13]=[CH:12][N:11]=[CH:10][C:9]=2[NH:14][CH2:15][CH2:16][S:17]([CH3:20])(=[O:19])=[O:18])=[C:4]([O:21][CH3:22])[CH:3]=1.[F:23][C:24]([F:39])([F:38])[C:25]1[CH:26]=[C:27]([CH:31]=[C:32]([C:34]([F:37])([F:36])[F:35])[N:33]=1)[C:28](O)=[O:29].